From a dataset of Forward reaction prediction with 1.9M reactions from USPTO patents (1976-2016). Predict the product of the given reaction. (1) The product is: [CH3:1][O:2][C:3]1[C:27]([O:28][CH2:29][CH2:30][CH2:31][CH2:32][CH2:33][O:34][C:35]2[C:36]([O:60][CH2:61][CH2:62][CH2:63][NH:64][C:65](=[O:70])[O:66][CH2:67][CH:68]=[CH2:69])=[CH:37][C:38]3[C:44](=[O:45])[N:43]4[CH:46]=[C:47]([CH3:49])[CH2:48][C@H:42]4[CH:41]=[N:40][C:39]=3[CH:59]=2)=[CH:26][C:6]2[N:7]=[CH:8][C@@H:9]3[CH2:15][C:14]([CH3:16])=[CH:13][N:10]3[C:11](=[O:12])[C:5]=2[CH:4]=1. Given the reactants [CH3:1][O:2][C:3]1[C:27]([O:28][CH2:29][CH2:30][CH2:31][CH2:32][CH2:33][O:34][C:35]2[C:36]([O:60][CH2:61][CH2:62][CH2:63][NH:64][C:65](=[O:70])[O:66][CH2:67][CH:68]=[CH2:69])=[CH:37][C:38]3[C:44](=[O:45])[N:43]4[CH:46]=[C:47]([CH3:49])[CH2:48][C@H:42]4[C:41](=O)[N:40](COCC[Si](C)(C)C)[C:39]=3[CH:59]=2)=[CH:26][C:6]2[N:7](COCC[Si](C)(C)C)[C:8](=O)[C@@H:9]3[CH2:15][C:14]([CH3:16])=[CH:13][N:10]3[C:11](=[O:12])[C:5]=2[CH:4]=1.C([BH-](CC)CC)C.[Li+], predict the reaction product. (2) Given the reactants [Cl:1][CH:2]([Cl:7])[C:3](OC)=[O:4].C(N(CC)CC)C.[NH2:15][C@H:16]([CH2:30][F:31])[C@@H:17]([C:19]1[CH:24]=[CH:23][C:22]([S:25]([CH2:28][F:29])(=[O:27])=[O:26])=[CH:21][CH:20]=1)[OH:18], predict the reaction product. The product is: [F:31][CH2:30][C@@H:16]([NH:15][C:3](=[O:4])[CH:2]([Cl:1])[Cl:7])[C@@H:17]([C:19]1[CH:20]=[CH:21][C:22]([S:25]([CH2:28][F:29])(=[O:27])=[O:26])=[CH:23][CH:24]=1)[OH:18]. (3) Given the reactants C(=O)([O-])[O-].[K+].[K+].C([Si](C1C=CC=CC=1)(C1C=CC=CC=1)[O:12][CH2:13][C:14]([NH:21][C:22]([C:24]1[N:28]2[CH:29]=[CH:30][CH:31]=[C:32]([O:33][CH2:34][C:35]3[C:40]([F:41])=[CH:39][CH:38]=[CH:37][C:36]=3[F:42])[C:27]2=[N:26][C:25]=1[CH3:43])=[O:23])([C:16]1[N:17]=[N:18][NH:19][N:20]=1)[CH3:15])(C)(C)C.Cl[C:57]([F:62])([F:61])C([O-])=O.[Na+].C(OC(C)C)(C)C, predict the reaction product. The product is: [F:41][C:40]1[CH:39]=[CH:38][CH:37]=[C:36]([F:42])[C:35]=1[CH2:34][O:33][C:32]1[C:27]2[N:28]([C:24]([C:22]([NH:21][C:14]([C:16]3[N:17]=[N:18][N:19]([CH:57]([F:62])[F:61])[N:20]=3)([CH3:15])[CH2:13][OH:12])=[O:23])=[C:25]([CH3:43])[N:26]=2)[CH:29]=[CH:30][CH:31]=1. (4) Given the reactants [NH2:1][C:2]1[N:3]([CH3:15])[C:4]2[C:9]([C:10]=1[C:11]([O:13]C)=O)=[CH:8][CH:7]=[CH:6][CH:5]=2.CC1C=CC(S(O)(=O)=[O:24])=CC=1.[O-:27][CH2:28][CH3:29].[Na+].[C:31]1([CH3:37])[CH:36]=[CH:35]C=CC=1, predict the reaction product. The product is: [OH:13][C:11]1[C:10]2[C:9]3[C:4](=[CH:5][CH:6]=[CH:7][CH:8]=3)[N:3]([CH3:15])[C:2]=2[N:1]=[C:31]([CH3:37])[C:36]=1[C:35]([O:27][CH2:28][CH3:29])=[O:24]. (5) Given the reactants [CH2:1]([O:3][C:4]1[CH:5]=[C:6]([CH:16]=[CH:17][C:18]=1[O:19][CH2:20][CH3:21])[C:7]([NH:9][C:10]([CH3:15])([CH3:14])[C:11]([OH:13])=O)=[O:8])[CH3:2].[CH2:22]([C:29]1[S:33][C:32]([NH2:34])=[N:31][C:30]=1[C:35]1[CH:40]=[CH:39][CH:38]=[CH:37][CH:36]=1)[C:23]1[CH:28]=[CH:27][CH:26]=[CH:25][CH:24]=1.CCN=C=NCCCN(C)C.Cl.C1C=CC2N(O)N=NC=2C=1, predict the reaction product. The product is: [CH2:22]([C:29]1[S:33][C:32]([NH:34][C:11]([C:10]([NH:9][C:7](=[O:8])[C:6]2[CH:16]=[CH:17][C:18]([O:19][CH2:20][CH3:21])=[C:4]([O:3][CH2:1][CH3:2])[CH:5]=2)([CH3:15])[CH3:14])=[O:13])=[N:31][C:30]=1[C:35]1[CH:40]=[CH:39][CH:38]=[CH:37][CH:36]=1)[C:23]1[CH:24]=[CH:25][CH:26]=[CH:27][CH:28]=1.